This data is from Reaction yield outcomes from USPTO patents with 853,638 reactions. The task is: Predict the reaction yield, written as a fraction of the theoretical maximum amount of product (1.0 means a 100% yield; for example, 0.34 means a 34% yield). (1) The catalyst is O. The product is [O:22]=[C:17]1[CH2:18][CH2:19][CH2:20][C:21]2[NH:2][CH:3]=[C:4]([CH2:5][CH2:6][C:7]([OH:9])=[O:8])[C:16]1=2. The yield is 0.670. The reactants are Cl.[NH2:2][CH2:3][C:4](=O)[CH2:5][CH2:6][C:7]([OH:9])=[O:8].C([O-])(=O)C.[Na+].[C:16]1(=O)[CH2:21][CH2:20][CH2:19][CH2:18][C:17]1=[O:22]. (2) The reactants are C([O:8][C:9](=[O:44])[CH:10]([NH:36][C:37]([O:39][C:40]([CH3:43])([CH3:42])[CH3:41])=[O:38])[CH2:11][C:12]1[CH:17]=[CH:16][C:15]([O:18][C:19]2[CH:24]=[CH:23][C:22]([C:25](=[O:35])[NH:26][O:27]CC3C=CC=CC=3)=[CH:21][CH:20]=2)=[CH:14][CH:13]=1)C1C=CC=CC=1.[H][H]. The catalyst is [Pd].CO. The product is [C:40]([O:39][C:37]([NH:36][CH:10]([CH2:11][C:12]1[CH:17]=[CH:16][C:15]([O:18][C:19]2[CH:24]=[CH:23][C:22]([C:25](=[O:35])[NH:26][OH:27])=[CH:21][CH:20]=2)=[CH:14][CH:13]=1)[C:9]([OH:44])=[O:8])=[O:38])([CH3:43])([CH3:41])[CH3:42]. The yield is 0.720.